From a dataset of Full USPTO retrosynthesis dataset with 1.9M reactions from patents (1976-2016). Predict the reactants needed to synthesize the given product. (1) Given the product [F:14][C:11]1[CH:12]=[CH:13][C:7]2[C:6]([CH:15]3[CH2:16][CH2:17][N:18]([CH2:21][CH2:22][CH2:23][N:24]4[C:32]5[CH2:31][CH2:30][N:29]([S:33]([CH3:36])(=[O:35])=[O:34])[CH2:28][C:27]=5[C:26]([C:37]5[CH:42]=[CH:41][C:40]([C:43]([F:45])([F:46])[F:44])=[CH:39][CH:38]=5)=[N:25]4)[CH2:19][CH2:20]3)=[C:5]([C:3]([OH:4])=[O:2])[S:9][C:8]=2[CH:10]=1, predict the reactants needed to synthesize it. The reactants are: C[O:2][C:3]([C:5]1[S:9][C:8]2[CH:10]=[C:11]([F:14])[CH:12]=[CH:13][C:7]=2[C:6]=1[CH:15]1[CH2:20][CH2:19][N:18]([CH2:21][CH2:22][CH2:23][N:24]2[C:32]3[CH2:31][CH2:30][N:29]([S:33]([CH3:36])(=[O:35])=[O:34])[CH2:28][C:27]=3[C:26]([C:37]3[CH:42]=[CH:41][C:40]([C:43]([F:46])([F:45])[F:44])=[CH:39][CH:38]=3)=[N:25]2)[CH2:17][CH2:16]1)=[O:4].[OH-].[K+].Cl. (2) Given the product [N:1]1[C:10]2[C:5](=[CH:6][C:7]([O:11][CH:12]([O:18][CH2:19][CH3:20])[C:13]([OH:15])=[O:14])=[CH:8][CH:9]=2)[CH:4]=[CH:3][CH:2]=1, predict the reactants needed to synthesize it. The reactants are: [N:1]1[C:10]2[C:5](=[CH:6][C:7]([O:11][CH:12]([O:18][CH2:19][CH3:20])[C:13]([O:15]CC)=[O:14])=[CH:8][CH:9]=2)[CH:4]=[CH:3][CH:2]=1.[OH-].[Na+]. (3) Given the product [CH3:1][C:2]([O:4][C:5]1[S:9][C:8]2[CH2:10][CH2:11][N:12]([CH:14]([C:22]([CH:24]3[CH2:26][CH2:25]3)=[O:23])[C:15]3[CH:16]=[CH:17][CH:18]=[CH:19][C:20]=3[F:21])[CH2:13][C:7]=2[CH:6]=1)=[O:3].[ClH:27], predict the reactants needed to synthesize it. The reactants are: [CH3:1][C:2]([O:4][C:5]1[S:9][C:8]2[CH2:10][CH2:11][N:12]([CH:14]([C:22]([CH:24]3[CH2:26][CH2:25]3)=[O:23])[C:15]3[CH:16]=[CH:17][CH:18]=[CH:19][C:20]=3[F:21])[CH2:13][C:7]=2[CH:6]=1)=[O:3].[ClH:27].C(OCC)(=O)C. (4) Given the product [CH3:20][C:17]1([CH3:21])[O:16][CH:15]([C@H:6]2[O:7][C@@H:8]3[O:9][C:10]([CH3:14])([CH3:13])[O:11][C@@H:12]3[CH2:5]2)[CH2:19][O:18]1, predict the reactants needed to synthesize it. The reactants are: CSC(=S)O[C@@H:5]1[C@@H:12]2[C@@H:8]([O:9][C:10]([CH3:14])([CH3:13])[O:11]2)[O:7][C@@H:6]1[CH:15]1[CH2:19][O:18][C:17]([CH3:21])([CH3:20])[O:16]1.C([SnH](CCCC)CCCC)CCC. (5) Given the product [CH2:16]([O:15][C:10]1[CH:11]=[C:12]2[C:7](=[CH:8][CH:9]=1)[NH:6][C:5]1[CH:4]=[CH:3][C:2]([NH:1][CH3:23])=[CH:14][C:13]2=1)[C:17]1[CH:18]=[CH:19][CH:20]=[CH:21][CH:22]=1, predict the reactants needed to synthesize it. The reactants are: [NH2:1][C:2]1[CH:3]=[CH:4][C:5]2[NH:6][C:7]3[C:12]([C:13]=2[CH:14]=1)=[CH:11][C:10]([O:15][CH2:16][C:17]1[CH:22]=[CH:21][CH:20]=[CH:19][CH:18]=1)=[CH:9][CH:8]=3.[CH2:23]=O.C[O-].[Na+].[BH4-].[Na+].[OH-].[Na+]. (6) Given the product [Cl:1][C:2]1[CH:9]=[CH:8][CH:7]=[CH:6][C:3]=1[CH:4]=[CH:13][N+:10]([O-:12])=[O:11], predict the reactants needed to synthesize it. The reactants are: [Cl:1][C:2]1[CH:9]=[CH:8][CH:7]=[CH:6][C:3]=1[CH:4]=O.[N+:10]([CH3:13])([O-:12])=[O:11].[OH-].[Na+]. (7) Given the product [CH3:10][C:8]1[CH:7]=[CH:6][C:5]([C:20]2[CH:25]=[CH:24][CH:23]=[CH:22][N:21]=2)=[C:4]([CH:9]=1)[C:3]([O:2][CH3:1])=[O:12], predict the reactants needed to synthesize it. The reactants are: [CH3:1][O:2][C:3](=[O:12])[C:4]1[CH:9]=[C:8]([CH3:10])[CH:7]=[CH:6][C:5]=1I.[F-].[Cs+].C([Sn](CCCC)(CCCC)[C:20]1[CH:25]=[CH:24][CH:23]=[CH:22][N:21]=1)CCC. (8) Given the product [C:18]([O:17][CH2:16][CH2:15][O:14][C:13]1[C:12]([F:26])=[C:11]([CH:10]([NH:9][C:6]2[CH:5]=[CH:4][C:3]([C:2]([NH2:1])=[N:39][C:40](=[O:47])[C:41]3[CH:46]=[CH:45][CH:44]=[CH:43][CH:42]=3)=[CH:8][CH:7]=2)[C:27]2[N:31]=[C:30]([O:32][CH2:49][O:50][C:51](=[O:58])[C:52]([CH3:57])([CH3:56])[CH2:53][O:54][CH3:55])[N:29]([C:33]3[N:34]=[CH:35][CH:36]=[CH:37][N:38]=3)[N:28]=2)[CH:23]=[C:22]([O:24][CH3:25])[CH:21]=1)(=[O:20])[CH3:19], predict the reactants needed to synthesize it. The reactants are: [NH2:1][C:2](=[N:39][C:40](=[O:47])[C:41]1[CH:46]=[CH:45][CH:44]=[CH:43][CH:42]=1)[C:3]1[CH:8]=[CH:7][C:6]([NH:9][CH:10]([C:27]2[NH:31][C:30](=[O:32])[N:29]([C:33]3[N:38]=[CH:37][CH:36]=[CH:35][N:34]=3)[N:28]=2)[C:11]2[C:12]([F:26])=[C:13]([CH:21]=[C:22]([O:24][CH3:25])[CH:23]=2)[O:14][CH2:15][CH2:16][O:17][C:18](=[O:20])[CH3:19])=[CH:5][CH:4]=1.Cl[CH2:49][O:50][C:51](=[O:58])[C:52]([CH3:57])([CH3:56])[CH2:53][O:54][CH3:55].C(=O)([O-])O.[K+].CN(C=O)C.